Task: Predict which catalyst facilitates the given reaction.. Dataset: Catalyst prediction with 721,799 reactions and 888 catalyst types from USPTO (1) Reactant: C[O:2][C:3](=[O:41])[C@H:4]([NH:13][C:14]([C:16]1[CH:21]=[C:20]([N:22]2[CH2:31][CH2:30][C:29]3[C:24](=[CH:25][CH:26]=[CH:27][CH:28]=3)[CH2:23]2)[N:19]=[C:18]([C:32]2[CH:37]=[CH:36][C:35]([N:38]([CH3:40])[CH3:39])=[CH:34][CH:33]=2)[N:17]=1)=[O:15])[CH2:5][C:6]1[CH:11]=[CH:10][C:9]([Cl:12])=[CH:8][CH:7]=1.[OH-].[Li+]. Product: [Cl:12][C:9]1[CH:10]=[CH:11][C:6]([CH2:5][C@@H:4]([NH:13][C:14]([C:16]2[CH:21]=[C:20]([N:22]3[CH2:31][CH2:30][C:29]4[C:24](=[CH:25][CH:26]=[CH:27][CH:28]=4)[CH2:23]3)[N:19]=[C:18]([C:32]3[CH:33]=[CH:34][C:35]([N:38]([CH3:39])[CH3:40])=[CH:36][CH:37]=3)[N:17]=2)=[O:15])[C:3]([OH:41])=[O:2])=[CH:7][CH:8]=1. The catalyst class is: 1. (2) Reactant: Cl[Si:2]([Cl:18])(Cl)[C:3]1[CH:8]=[C:7]([C:9]([CH3:12])([CH3:11])[CH3:10])[CH:6]=[C:5]([C:13]([CH3:16])([CH3:15])[CH3:14])[CH:4]=1.[CH3:19][C:20]1[CH:21]=[C:22]([Li])[CH:23]=[C:24]([CH3:26])[CH:25]=1. Product: [Cl:18][Si:2]([C:3]1[CH:4]=[C:5]([C:13]([CH3:15])([CH3:16])[CH3:14])[CH:6]=[C:7]([C:9]([CH3:10])([CH3:11])[CH3:12])[CH:8]=1)([C:3]1[CH:8]=[C:7]([CH3:9])[CH:6]=[C:5]([CH3:13])[CH:4]=1)[C:22]1[CH:21]=[C:20]([CH3:19])[CH:25]=[C:24]([CH3:26])[CH:23]=1. The catalyst class is: 27. (3) Reactant: [Cl:1][C:2]1[CH:3]=[C:4]([NH:9][C:10]2[C:19]3[C:14](=[CH:15][CH:16]=[C:17]([N+:20]([O-])=O)[CH:18]=3)[N:13]=[CH:12][C:11]=2[C:23]#[N:24])[CH:5]=[CH:6][C:7]=1[F:8].O.O.[Sn](Cl)(Cl)(Cl)Cl.C([O-])(O)=O.[Na+]. Product: [NH2:20][C:17]1[CH:18]=[C:19]2[C:14](=[CH:15][CH:16]=1)[N:13]=[CH:12][C:11]([C:23]#[N:24])=[C:10]2[NH:9][C:4]1[CH:5]=[CH:6][C:7]([F:8])=[C:2]([Cl:1])[CH:3]=1. The catalyst class is: 40.